Dataset: Experimentally validated miRNA-target interactions with 360,000+ pairs, plus equal number of negative samples. Task: Binary Classification. Given a miRNA mature sequence and a target amino acid sequence, predict their likelihood of interaction. (1) The miRNA is hsa-miR-2277-3p with sequence UGACAGCGCCCUGCCUGGCUC. The protein sequence of the target gene is MEAFLGSRSGLWAGGPAPGQFYRIPSTPDSFMDPASALYRGPITRTQNPMVTGTSVLGVKFEGGVVIAADMLGSYGSLARFRNISRIMRVNNSTMLGASGDYADFQYLKQVLGQMVIDEELLGDGHSYSPRAIHSWLTRAMYSRRSKMNPLWNTMVIGGYADGESFLGYVDMLGVAYEAPSLATGYGAYLAQPLLREVLEKQPVLSQTEARDLVERCMRVLYYRDARSYNRFQIATVTEKGVEIEGPLSTETNWDIAHMISGFE. Result: 0 (no interaction). (2) The miRNA is hsa-miR-27b-5p with sequence AGAGCUUAGCUGAUUGGUGAAC. The protein sequence of the target gene is MSREAGSCRVGTGARARSRKPKKPHYIPRPWGKPYNYKCFQCPFTCLEKSHLYNHMKYSLCKDSLSLLLDSPDWACRRGSTTPRPHAPTPDRPGESDPGRQPQGARPTGAAPAPDLVVADIHSLHCGGGPKSRAKGSPGPPPPVARATRKGPGPSGLLPESWKPGMGGDPRGVGAGDMASAGPEGSVPCYPPPAPGEFPEAHSLHLSLLGVNYPLSPGLFSYLGPSLAAAAHVPFLASASPLLPPATAFPAVQPPQRPTPAPRLYYPLLLEHTLGLPAGKAALAKAPVSPRSPSGTPAPG.... Result: 0 (no interaction). (3) The miRNA is hsa-miR-4799-3p with sequence ACUGGCAUGCUGCAUUUAUAUA. The protein sequence of the target gene is MPSESFCLAAQSRLDSKWLKTDIQLAFTRDGLCGLWNEMVKDGEIVYTGTELAQNRELPLRKDDGVDAQSGTKKEDLNDKEKKEEEETPAPVYRAKSILESWVWGRQPDVNELKECLSVLVKEQQALAVQSATTTLSALRLKQRLVILERYFIALNRTVFQENVKVKWKSSSISVPPTEKKSARPTGRGVEGLARVGSRAALSFAFAFLRRAWRSGEDADLCSELLQESLDALRALPEASLFDESTVSSVWLEVVERATRFLRSVVTGDVHGTPGTKGPGGVPLQDQHLALAILLELAVQ.... Result: 0 (no interaction). (4) The miRNA is hsa-miR-1244 with sequence AAGUAGUUGGUUUGUAUGAGAUGGUU. The protein sequence of the target gene is MRPPALLALFSCSAAFALMSEEIKEKVTPSQDLRQSSLPGRHDIDLKEIVFVIQSQSNSFHAKRAEQLKKNILKQAANLTQDLPRVLLLHQLAKQEGAWTILPLLPHFSVTYSKNSAWIFFCEEETRLQIPRLLDTLRRYDPSKEWFLGKALYDEESTIIHHYAFSENPTVFKYPDFAAGWALSIPLVNKLAKRLKSEALKSDFTIDLKHEIALYIWDKGGGPALTPVPEFCTEDVDPRCVTTFHSFLPLCGVPVKKEEIFVAVKTCKKFHADRIPIVKKTWAAQASLIEYYSDYAETAI.... Result: 0 (no interaction). (5) The miRNA is hsa-miR-6731-5p with sequence UGGGAGAGCAGGGUAUUGUGGA. The protein sequence of the target gene is MGCNMCVVQKPEEQYKVMLQVNGKELSKLSQEQTLQALRSSKEPLVIQVLRRSPRLRGDSSCHDLQLVDSGTQTDITFEHIMALGKLRPPTPPMVILEPPPISHEYYDPAEFMEGGPQEADRLDELEYEEVELYKSSHRDKLGLMVCYRTDDEEDLGIYVGEVNPNSIAAKDGRIREGDRIIQINGVDVQNREEAVAILSQEENTNISLLVARPESQLAKRWKDSDRDDFLDDFGSENEGELRARKLKSPPAQQPGNEEEKGAPDAGPGLSNSQELDSGVGRTDESTRNEESSEHDLLGD.... Result: 1 (interaction).